Dataset: Forward reaction prediction with 1.9M reactions from USPTO patents (1976-2016). Task: Predict the product of the given reaction. Given the reactants C[N:2]([CH:4]=[C:5]1[C:13]2[C:8](=[CH:9][N:10]=[CH:11][CH:12]=2)[NH:7][C:6]1=[O:14])[CH3:3].[S:15]([NH2:25])(=[O:24])([C:17]1[CH:22]=[CH:21]C(N)=[CH:19][CH:18]=1)=[O:16], predict the reaction product. The product is: [O:14]=[C:6]1[NH:7][C:8]2=[CH:9][N:10]=[CH:11][CH:12]=[C:13]2[C:5]1=[CH:4][NH:2][C:3]1[CH:21]=[CH:22][C:17]([S:15]([NH2:25])(=[O:24])=[O:16])=[CH:18][CH:19]=1.